This data is from Reaction yield outcomes from USPTO patents with 853,638 reactions. The task is: Predict the reaction yield, written as a fraction of the theoretical maximum amount of product (1.0 means a 100% yield; for example, 0.34 means a 34% yield). (1) The reactants are [N:1]([C:4]1[CH:11]=[CH:10][C:7]([C:8]#[N:9])=[C:6]([C:12]([F:15])([F:14])[F:13])[CH:5]=1)=[C:2]=[S:3].[F:16][C:17]1[CH:22]=[C:21]([OH:23])[CH:20]=[CH:19][C:18]=1[NH:24][C:25]1([C:29]#N)[CH2:28][CH2:27][CH2:26]1.C[OH:32].Cl. The catalyst is CN(C=O)C.CC(C)=O.ClCCl.O. The product is [F:16][C:17]1[CH:22]=[C:21]([OH:23])[CH:20]=[CH:19][C:18]=1[N:24]1[C:2](=[S:3])[N:1]([C:4]2[CH:11]=[CH:10][C:7]([C:8]#[N:9])=[C:6]([C:12]([F:13])([F:15])[F:14])[CH:5]=2)[C:29](=[O:32])[C:25]21[CH2:28][CH2:27][CH2:26]2. The yield is 0.560. (2) The reactants are [F:1][C:2]([F:38])([F:37])[C:3]1[CH:4]=[C:5]([CH:30]=[C:31]([C:33]([F:36])([F:35])[F:34])[CH:32]=1)[CH2:6][N:7]([CH3:29])[C:8]([C:10]1[C:11]([C:22]2[CH:27]=[CH:26][CH:25]=[CH:24][C:23]=2[CH3:28])=[CH:12][C:13]([C:16]2[CH2:17][CH2:18][NH:19][CH2:20][CH:21]=2)=[N:14][CH:15]=1)=[O:9].Br[CH2:40][CH:41]1[CH2:43][CH2:42]1.C(=O)([O-])[O-].[K+].[K+]. The catalyst is C(#N)C.C(OCC)(=O)C. The product is [F:36][C:33]([F:34])([F:35])[C:31]1[CH:30]=[C:5]([CH:4]=[C:3]([C:2]([F:1])([F:37])[F:38])[CH:32]=1)[CH2:6][N:7]([CH3:29])[C:8]([C:10]1[C:11]([C:22]2[CH:27]=[CH:26][CH:25]=[CH:24][C:23]=2[CH3:28])=[CH:12][C:13]([C:16]2[CH2:17][CH2:18][N:19]([CH2:40][CH:41]3[CH2:43][CH2:42]3)[CH2:20][CH:21]=2)=[N:14][CH:15]=1)=[O:9]. The yield is 0.420. (3) The reactants are [O:1]1[C:10]2[C:5](=[CH:6][C:7]([C:11]3[C:20]([N:21]([CH:23]([CH3:25])[CH3:24])[CH3:22])=[N:19][C:18]4[C:13](=[CH:14][CH:15]=[C:16]([C:26]([O:28]C)=[O:27])[CH:17]=4)[N:12]=3)=[CH:8][CH:9]=2)[CH2:4][CH2:3][CH2:2]1.[OH-].[Na+]. The catalyst is O.O1CCCC1. The product is [O:1]1[C:10]2[C:5](=[CH:6][C:7]([C:11]3[C:20]([N:21]([CH:23]([CH3:25])[CH3:24])[CH3:22])=[N:19][C:18]4[C:13](=[CH:14][CH:15]=[C:16]([C:26]([OH:28])=[O:27])[CH:17]=4)[N:12]=3)=[CH:8][CH:9]=2)[CH2:4][CH2:3][CH2:2]1. The yield is 0.610.